This data is from Forward reaction prediction with 1.9M reactions from USPTO patents (1976-2016). The task is: Predict the product of the given reaction. (1) Given the reactants [F:1][C:2]([F:7])([F:6])[C:3]([OH:5])=[O:4].[F:8][C:9]([F:14])([F:13])[C:10]([OH:12])=[O:11].FC(F)(F)C(O)=O.[Cl:22][C:23]1[CH:24]=[N:25][C:26]2[NH:27][C:28]3[CH:29]=[N:30][CH:31]=[C:32]([CH:54]=3)[CH2:33][CH2:34][C:35]3[CH:43]=[C:39]([NH:40][C:41]=1[N:42]=2)[CH:38]=[CH:37][C:36]=3[NH:44][C:45](=[O:53])[CH2:46][CH:47]1[CH2:52][CH2:51][NH:50][CH2:49][CH2:48]1.[CH:55]([C:58]1[O:62][N:61]=[CH:60][C:59]=1[C:63](O)=[O:64])([CH3:57])[CH3:56], predict the reaction product. The product is: [F:1][C:2]([F:7])([F:6])[C:3]([OH:5])=[O:4].[F:8][C:9]([F:14])([F:13])[C:10]([OH:12])=[O:11].[Cl:22][C:23]1[CH:24]=[N:25][C:26]2[NH:27][C:28]3[CH:29]=[N:30][CH:31]=[C:32]([CH:54]=3)[CH2:33][CH2:34][C:35]3[CH:43]=[C:39]([NH:40][C:41]=1[N:42]=2)[CH:38]=[CH:37][C:36]=3[NH:44][C:45](=[O:53])[CH2:46][CH:47]1[CH2:52][CH2:51][N:50]([C:63]([C:59]2[CH:60]=[N:61][O:62][C:58]=2[CH:55]([CH3:57])[CH3:56])=[O:64])[CH2:49][CH2:48]1. (2) Given the reactants [F:1][C:2]([F:32])([F:31])[C:3]1[CH:8]=[CH:7][C:6]([C:9]2[C:10]([C:15]([NH:17][C:18]3[CH:27]=[C:26]4[C:21]([CH:22]=[C:23]([C:28](O)=[O:29])[CH:24]=[N:25]4)=[CH:20][CH:19]=3)=[O:16])=[CH:11][CH:12]=[CH:13][CH:14]=2)=[CH:5][CH:4]=1.[CH3:33][C:34]1[CH:35]=[C:36]([CH:39]=[CH:40][CH:41]=1)[CH2:37][NH2:38].Cl.CN(C)CCCN=C=NCC.ON1C2C=CC=CC=2N=N1.C(N(CC)CC)C, predict the reaction product. The product is: [CH3:33][C:34]1[CH:35]=[C:36]([CH:39]=[CH:40][CH:41]=1)[CH2:37][NH:38][C:28]([C:23]1[CH:24]=[N:25][C:26]2[C:21]([CH:22]=1)=[CH:20][CH:19]=[C:18]([NH:17][C:15]([C:10]1[C:9]([C:6]3[CH:5]=[CH:4][C:3]([C:2]([F:32])([F:1])[F:31])=[CH:8][CH:7]=3)=[CH:14][CH:13]=[CH:12][CH:11]=1)=[O:16])[CH:27]=2)=[O:29]. (3) Given the reactants [CH2:1]([O:8][C:9]1[CH:23]=[C:22]([CH2:24][CH3:25])[CH:21]=[CH:20][C:10]=1[O:11][C:12]1[CH:17]=[CH:16][C:15]([OH:18])=[CH:14][C:13]=1[F:19])[C:2]1[CH:7]=[CH:6][CH:5]=[CH:4][CH:3]=1.C(=O)([O-])[O-].[K+].[K+].[Na+].[I-].Br[CH:35]([CH2:41][CH3:42])[C:36]([O:38][CH2:39][CH3:40])=[O:37].[OH-].C([N+](CCCC)(CCCC)CCCC)CCC.[NH4+].[Cl-], predict the reaction product. The product is: [CH2:39]([O:38][C:36](=[O:37])[CH2:35][CH2:41][CH2:42][O:18][C:15]1[CH:16]=[CH:17][C:12]([O:11][C:10]2[CH:20]=[CH:21][C:22]([CH2:24][CH3:25])=[CH:23][C:9]=2[O:8][CH2:1][C:2]2[CH:3]=[CH:4][CH:5]=[CH:6][CH:7]=2)=[C:13]([F:19])[CH:14]=1)[CH3:40]. (4) Given the reactants [CH2:1]([O:8][C:9]([NH:11][C@H:12]1[CH2:16][CH2:15][N:14]([C@H:17]2[CH2:22][CH2:21][C@@H:20]([NH:23]O)[CH2:19][C@H:18]2[NH:25][C:26](=[O:34])[O:27][CH2:28][CH2:29][Si:30]([CH3:33])([CH3:32])[CH3:31])[C:13]1=[O:35])=[O:10])[C:2]1[CH:7]=[CH:6][CH:5]=[CH:4][CH:3]=1.C[Mg+].[Br-], predict the reaction product. The product is: [CH2:1]([O:8][C:9]([NH:11][C@H:12]1[CH2:16][CH2:15][N:14]([C@H:17]2[CH2:22][CH2:21][C@@H:20]([NH:23][C:2]([CH3:7])([CH3:3])[CH3:1])[CH2:19][C@H:18]2[NH:25][C:26](=[O:34])[O:27][CH2:28][CH2:29][Si:30]([CH3:33])([CH3:32])[CH3:31])[C:13]1=[O:35])=[O:10])[C:2]1[CH:7]=[CH:6][CH:5]=[CH:4][CH:3]=1. (5) Given the reactants [CH3:1][C:2]1[CH:10]=[CH:9][CH:8]=[C:4]([C:5]([OH:7])=[O:6])[C:3]=1[OH:11].OS(O)(=O)=O.[CH3:17]O, predict the reaction product. The product is: [CH3:17][O:6][C:5](=[O:7])[C:4]1[C:3](=[C:2]([CH3:1])[CH:10]=[CH:9][CH:8]=1)[OH:11].